This data is from CYP2C9 inhibition data for predicting drug metabolism from PubChem BioAssay. The task is: Regression/Classification. Given a drug SMILES string, predict its absorption, distribution, metabolism, or excretion properties. Task type varies by dataset: regression for continuous measurements (e.g., permeability, clearance, half-life) or binary classification for categorical outcomes (e.g., BBB penetration, CYP inhibition). Dataset: cyp2c9_veith. (1) The drug is N.N.O=C(O)C1(C(=O)O)CCC1.[Pt]. The result is 1 (inhibitor). (2) The drug is CCN(C(=S)Nc1ccccc1F)C1CCCCC1. The result is 0 (non-inhibitor). (3) The molecule is Cc1cc(N=Cc2c(CO)cnc(C)c2O)c(N=Cc2c(CO)cnc(C)c2O)cc1C.[Zn]. The result is 0 (non-inhibitor).